From a dataset of Reaction yield outcomes from USPTO patents with 853,638 reactions. Predict the reaction yield, written as a fraction of the theoretical maximum amount of product (1.0 means a 100% yield; for example, 0.34 means a 34% yield). (1) The reactants are [N:1]1[C:9]([NH2:10])=[C:8]2[C:4]([NH:5][CH:6]=[N:7]2)=[N:3][CH:2]=1.C(O[CH:15]1[C@H:19]([O:20][C:21](=[O:23])[CH3:22])[C@H:18]([O:24][CH2:25][C:26]2[CH:31]=[CH:30][CH:29]=[CH:28][CH:27]=2)[C@:17]([CH2:34][O:35][CH2:36][C:37]2[CH:42]=[CH:41][CH:40]=[CH:39][CH:38]=2)([CH:32]=[CH2:33])[O:16]1)(=O)C.Cl[Sn](Cl)(Cl)Cl.C([O-])(O)=O.[Na+]. The catalyst is CC#N. The product is [C:21]([O:20][C@@H:19]1[C@H:18]([O:24][CH2:25][C:26]2[CH:31]=[CH:30][CH:29]=[CH:28][CH:27]=2)[C@:17]([CH2:34][O:35][CH2:36][C:37]2[CH:38]=[CH:39][CH:40]=[CH:41][CH:42]=2)([CH:32]=[CH2:33])[O:16][C@H:15]1[N:5]1[CH:6]=[N:7][C:8]2[C:4]1=[N:3][CH:2]=[N:1][C:9]=2[NH2:10])(=[O:23])[CH3:22]. The yield is 0.670. (2) The reactants are [CH3:1][N:2]([CH3:24])[C:3]([C:5]1[CH:6]=[C:7]([S:11]([N:14]2[CH2:18][CH2:17][S:16][C@H:15]2[C:19]([O:21]CC)=[O:20])(=[O:13])=[O:12])[CH:8]=[CH:9][CH:10]=1)=[O:4].[Li+].[OH-].Cl. The catalyst is CO.C1COCC1.O. The product is [CH3:1][N:2]([CH3:24])[C:3]([C:5]1[CH:6]=[C:7]([S:11]([N:14]2[CH2:18][CH2:17][S:16][C@H:15]2[C:19]([OH:21])=[O:20])(=[O:13])=[O:12])[CH:8]=[CH:9][CH:10]=1)=[O:4]. The yield is 0.531. (3) The reactants are [Cl:1][C:2]1[CH:20]=[CH:19][C:5]2[C:6]3([OH:18])[C:15](=[O:16])[C:14]4[C:9](=[CH:10][CH:11]=[CH:12][CH:13]=4)[C:7]3([OH:17])[O:8][C:4]=2[CH:3]=1.[C:21]([OH:24])(=O)[CH3:22].N1C=CC=CC=1.C1C[O:34][CH2:33][CH2:32]1. No catalyst specified. The product is [C:33]([O:8][C:4]1[CH:3]=[C:2]([Cl:1])[CH:20]=[CH:19][C:5]=1[C:6]1([O:18][C:21](=[O:24])[CH3:22])[C:7](=[O:17])[C:9]2[C:14](=[CH:13][CH:12]=[CH:11][CH:10]=2)[C:15]1=[O:16])(=[O:34])[CH3:32]. The yield is 0.190. (4) The catalyst is CN(C=O)C. The yield is 0.984. The product is [Br:1][C:2]1[CH:3]=[C:4]([CH:5]=[O:6])[CH:7]=[CH:8][C:9]=1[O:10][CH2:18][C:19]([O:21][C:22]([CH3:25])([CH3:24])[CH3:23])=[O:20]. The reactants are [Br:1][C:2]1[CH:3]=[C:4]([CH:7]=[CH:8][C:9]=1[OH:10])[CH:5]=[O:6].C(=O)([O-])[O-].[Cs+].[Cs+].Br[CH2:18][C:19]([O:21][C:22]([CH3:25])([CH3:24])[CH3:23])=[O:20]. (5) The reactants are [CH3:1][N:2]([CH3:42])[C:3](=[O:41])[C:4]1[CH:9]=[CH:8][CH:7]=[C:6]([C:10]2[C:18]3[C:13](=[N:14][CH:15]=[C:16]([C:19]4[CH:24]=[CH:23][CH:22]=[C:21]([C:25]([N:27]5[CH2:32][CH2:31][O:30][CH2:29][CH2:28]5)=[O:26])[CH:20]=4)[CH:17]=3)[N:12](COCC[Si](C)(C)C)[N:11]=2)[CH:5]=1.C(=O)(O)[O-].[Na+]. The catalyst is Cl(O)(=O)(=O)=O.C(O)(=O)C. The product is [CH3:1][N:2]([CH3:42])[C:3](=[O:41])[C:4]1[CH:9]=[CH:8][CH:7]=[C:6]([C:10]2[C:18]3[C:13](=[N:14][CH:15]=[C:16]([C:19]4[CH:24]=[CH:23][CH:22]=[C:21]([C:25]([N:27]5[CH2:28][CH2:29][O:30][CH2:31][CH2:32]5)=[O:26])[CH:20]=4)[CH:17]=3)[NH:12][N:11]=2)[CH:5]=1. The yield is 0.180. (6) The reactants are [BH4-].[Na+].C([O:5][C:6]([C:8]1[C:13]([O:14][CH2:15][CH3:16])=[C:12]([N:17]2[CH2:22][CH2:21][O:20][CH2:19][CH2:18]2)[N:11]=[C:10]([C:23]2[CH:28]=[CH:27][C:26]([NH2:29])=[CH:25][CH:24]=2)[N:9]=1)=O)C. The catalyst is CCO. The product is [NH2:29][C:26]1[CH:25]=[CH:24][C:23]([C:10]2[N:9]=[C:8]([CH2:6][OH:5])[C:13]([O:14][CH2:15][CH3:16])=[C:12]([N:17]3[CH2:18][CH2:19][O:20][CH2:21][CH2:22]3)[N:11]=2)=[CH:28][CH:27]=1. The yield is 0.800. (7) The reactants are [OH:1][C@:2]([CH3:38])([CH2:36][I:37])[C:3](=[O:35])[C@@H:4]([NH:12][C:13](=[O:34])[C@@H:14]([NH:18][C:19](=[O:33])[C@@H:20]([NH:24][C:25]([C:27]1[S:31][C:30]([CH3:32])=[N:29][CH:28]=1)=[O:26])[CH2:21][O:22][CH3:23])[CH2:15][O:16][CH3:17])[CH2:5][C:6]1[CH:11]=[CH:10][CH:9]=[CH:8][CH:7]=1.[C:39]([S:42][CH2:43][CH2:44][CH2:45][CH2:46][CH2:47][C:48](O[C:48](=[O:49])[CH2:47][CH2:46][CH2:45][CH2:44][CH2:43][S:42][C:39](=[O:41])[CH3:40])=[O:49])(=[O:41])[CH3:40]. The catalyst is CN(C1C=CN=CC=1)C.N1C=CC=CC=1.O.ClCCl. The product is [C:39]([S:42][CH2:43][CH2:44][CH2:45][CH2:46][CH2:47][C:48]([O:1][C@@:2]([CH3:38])([C:3](=[O:35])[C@@H:4]([NH:12][C:13](=[O:34])[C@@H:14]([NH:18][C:19](=[O:33])[C@@H:20]([NH:24][C:25]([C:27]1[S:31][C:30]([CH3:32])=[N:29][CH:28]=1)=[O:26])[CH2:21][O:22][CH3:23])[CH2:15][O:16][CH3:17])[CH2:5][C:6]1[CH:7]=[CH:8][CH:9]=[CH:10][CH:11]=1)[CH2:36][I:37])=[O:49])(=[O:41])[CH3:40]. The yield is 0.180. (8) The reactants are [Si:1]([O:8][C@@H:9]1[C@@:26]2([CH3:27])[C:13](=[CH:14][CH:15]=[C:16]3[C@@H:25]2[CH2:24][CH2:23][C@@:21]2([CH3:22])[C@H:17]3[CH2:18][CH:19]=[C:20]2[CH2:28][OH:29])[CH2:12][C@@H:11]([O:30][Si:31]([C:34]([CH3:37])([CH3:36])[CH3:35])([CH3:33])[CH3:32])[CH2:10]1)([C:4]([CH3:7])([CH3:6])[CH3:5])([CH3:3])[CH3:2].Br[CH2:39][CH2:40][CH2:41][CH2:42][C:43]([O:46][Si:47]([CH2:52][CH3:53])([CH2:50][CH3:51])[CH2:48][CH3:49])([CH3:45])[CH3:44].[H-].[Na+].C1OCCOCCOCCOCCOC1. The yield is 0.950. The catalyst is O1CCCC1. The product is [Si:1]([O:8][C@@H:9]1[C@@:26]2([CH3:27])[C:13](=[CH:14][CH:15]=[C:16]3[C@@H:25]2[CH2:24][CH2:23][C@@:21]2([CH3:22])[C@H:17]3[CH2:18][CH:19]=[C:20]2[CH2:28][O:29][CH2:39][CH2:40][CH2:41][CH2:42][C:43]([O:46][Si:47]([CH2:52][CH3:53])([CH2:48][CH3:49])[CH2:50][CH3:51])([CH3:45])[CH3:44])[CH2:12][C@@H:11]([O:30][Si:31]([C:34]([CH3:37])([CH3:36])[CH3:35])([CH3:32])[CH3:33])[CH2:10]1)([C:4]([CH3:7])([CH3:6])[CH3:5])([CH3:3])[CH3:2].